From a dataset of Forward reaction prediction with 1.9M reactions from USPTO patents (1976-2016). Predict the product of the given reaction. (1) The product is: [Cl:1][C:2]1[CH:7]=[C:6]([Cl:8])[CH:5]=[CH:4][C:3]=1[NH:9][C:10]1[C:19]2[C:14](=[CH:15][N:16]=[C:17]([O:27][CH2:26][CH2:25][N:24]([CH3:28])[CH3:23])[CH:18]=2)[N:13]=[CH:12][C:11]=1[C:21]#[N:22]. Given the reactants [Cl:1][C:2]1[CH:7]=[C:6]([Cl:8])[CH:5]=[CH:4][C:3]=1[NH:9][C:10]1[C:19]2[C:14](=[CH:15][N:16]=[C:17](F)[CH:18]=2)[N:13]=[CH:12][C:11]=1[C:21]#[N:22].[CH3:23][N:24]([CH3:28])[CH2:25][CH2:26][O-:27].[Na+].O, predict the reaction product. (2) The product is: [ClH:1].[OH:33][C:28]1[NH:29][C:30]2[C:26]([C:27]=1[C:2]1[CH:3]=[CH:4][C:5]([S:8]([N:11]3[CH2:16][CH2:15][O:14][CH2:13][CH2:12]3)(=[O:10])=[O:9])=[CH:6][N:7]=1)=[CH:25][C:24]([C:22]([NH:21][CH2:20][CH2:19][O:18][CH3:17])=[O:23])=[CH:32][CH:31]=2. Given the reactants [Cl:1][C:2]1[N:7]=[CH:6][C:5]([S:8]([N:11]2[CH2:16][CH2:15][O:14][CH2:13][CH2:12]2)(=[O:10])=[O:9])=[CH:4][CH:3]=1.[CH3:17][O:18][CH2:19][CH2:20][NH:21][C:22]([C:24]1[CH:25]=[C:26]2[C:30](=[CH:31][CH:32]=1)[NH:29][C:28](=[O:33])[CH2:27]2)=[O:23], predict the reaction product.